Dataset: Reaction yield outcomes from USPTO patents with 853,638 reactions. Task: Predict the reaction yield, written as a fraction of the theoretical maximum amount of product (1.0 means a 100% yield; for example, 0.34 means a 34% yield). (1) The reactants are COC(=O)[CH2:4][CH2:5][NH:6][CH3:7].C1C2[C:12](=CC=CC=2)[CH2:11][C:10]1=[O:18].[C:19]1([CH3:25])[CH:24]=[CH:23][CH:22]=[CH:21][CH:20]=1. No catalyst specified. The product is [CH3:7][N:6]1[C:10](=[O:18])[CH2:11][CH2:12][C:25]2[C:19]3[CH:24]=[CH:23][CH:22]=[CH:21][C:20]=3[CH2:4][C:5]1=2. The yield is 0.280. (2) The reactants are [I:1][C:2]1[CH:10]=[CH:9][C:8]([Br:11])=[CH:7][C:3]=1[C:4](O)=[O:5].CSC. The catalyst is C1COCC1. The product is [I:1][C:2]1[CH:10]=[CH:9][C:8]([Br:11])=[CH:7][C:3]=1[CH2:4][OH:5]. The yield is 0.960. (3) The reactants are [NH2:1][C:2]1[S:6][C:5]([C:7]2[CH:12]=[CH:11][C:10]([O:13][CH3:14])=[CH:9][CH:8]=2)=[N:4][C:3]=1[C:15]([NH:17][C@@H:18]([CH:23]1[CH2:28][CH2:27][CH2:26][CH2:25][CH2:24]1)[C:19]([O:21][CH3:22])=[O:20])=[O:16].[Cl:29][C:30]1[CH:35]=[CH:34][CH:33]=[C:32]([Cl:36])[C:31]=1[N:37]=[C:38]=[O:39]. The catalyst is C1(C)C=CC=CC=1. The product is [CH:23]1([C@H:18]([NH:17][C:15]([C:3]2[N:4]=[C:5]([C:7]3[CH:12]=[CH:11][C:10]([O:13][CH3:14])=[CH:9][CH:8]=3)[S:6][C:2]=2[NH:1][C:38]([NH:37][C:31]2[C:32]([Cl:36])=[CH:33][CH:34]=[CH:35][C:30]=2[Cl:29])=[O:39])=[O:16])[C:19]([O:21][CH3:22])=[O:20])[CH2:28][CH2:27][CH2:26][CH2:25][CH2:24]1. The yield is 0.170. (4) The reactants are [CH3:1][N:2]1[C:7]([CH3:8])=[C:6]([N+:9]([O-:11])=[O:10])[C:5](=[O:12])[N:4]([CH3:13])[C:3]1=[O:14].[CH:15](=O)[C:16]1[CH:21]=[CH:20][CH:19]=[CH:18][CH:17]=1.N1CCCCC1. The catalyst is C(O)C. The product is [CH3:1][N:2]1[C:7](/[CH:8]=[CH:15]/[C:16]2[CH:21]=[CH:20][CH:19]=[CH:18][CH:17]=2)=[C:6]([N+:9]([O-:11])=[O:10])[C:5](=[O:12])[N:4]([CH3:13])[C:3]1=[O:14]. The yield is 0.600.